From a dataset of Peptide-MHC class I binding affinity with 185,985 pairs from IEDB/IMGT. Regression. Given a peptide amino acid sequence and an MHC pseudo amino acid sequence, predict their binding affinity value. This is MHC class I binding data. (1) The peptide sequence is TTGIGYQPYR. The MHC is HLA-A31:01 with pseudo-sequence HLA-A31:01. The binding affinity (normalized) is 0.570. (2) The peptide sequence is SPLPITLKY. The MHC is HLA-A02:03 with pseudo-sequence HLA-A02:03. The binding affinity (normalized) is 0.0847. (3) The peptide sequence is YLCEDTITY. The MHC is HLA-B15:01 with pseudo-sequence HLA-B15:01. The binding affinity (normalized) is 0.512. (4) The peptide sequence is VIGLSGDSER. The MHC is HLA-A33:01 with pseudo-sequence HLA-A33:01. The binding affinity (normalized) is 0.346. (5) The binding affinity (normalized) is 0.0847. The peptide sequence is LESLTDREL. The MHC is HLA-A69:01 with pseudo-sequence HLA-A69:01. (6) The peptide sequence is WPTPKTHPV. The MHC is HLA-C14:02 with pseudo-sequence HLA-C14:02. The binding affinity (normalized) is 0.541. (7) The peptide sequence is EFKQILTDF. The MHC is HLA-A31:01 with pseudo-sequence HLA-A31:01. The binding affinity (normalized) is 0.0847. (8) The peptide sequence is RPMSASRPA. The MHC is HLA-A31:01 with pseudo-sequence HLA-A31:01. The binding affinity (normalized) is 0.0847.